This data is from Catalyst prediction with 721,799 reactions and 888 catalyst types from USPTO. The task is: Predict which catalyst facilitates the given reaction. (1) Reactant: [CH3:1][O:2][C:3]1[CH:4]=[C:5]2[C:10](=[CH:11][C:12]=1[O:13][CH3:14])[C:9]([C:15](=[O:24])[C:16]1[CH:21]=[CH:20][CH:19]=[C:18]([O:22][CH3:23])[CH:17]=1)=[N:8][CH:7]=[C:6]2[C:25](O)=[O:26].C(N(CC)CC)C.C([O:39]C(Cl)=O)C(C)C.[C:43]1([CH:49]2[CH2:54][CH2:53][NH:52][CH2:51][CH2:50]2)[CH:48]=[CH:47][CH:46]=[CH:45][CH:44]=1. Product: [OH:39][C:49]1([C:43]2[CH:48]=[CH:47][CH:46]=[CH:45][CH:44]=2)[CH2:50][CH2:51][N:52]([C:25]([C:6]2[C:5]3[C:10](=[CH:11][C:12]([O:13][CH3:14])=[C:3]([O:2][CH3:1])[CH:4]=3)[C:9]([C:15]([C:16]3[CH:21]=[CH:20][CH:19]=[C:18]([O:22][CH3:23])[CH:17]=3)=[O:24])=[N:8][CH:7]=2)=[O:26])[CH2:53][CH2:54]1. The catalyst class is: 434. (2) Reactant: [Cl:1][C:2]1[CH:3]=[CH:4][C:5]2[N:6]([N:8]=[C:9]([NH:11][C:12]3[CH:17]=[CH:16][C:15]([S:18]([CH3:21])(=[O:20])=[O:19])=[CH:14][C:13]=3[O:22][CH3:23])[N:10]=2)[CH:7]=1.[H-].[Na+].Cl[C:27]([O:29][CH2:30][Cl:31])=[O:28].[Cl-].[Na+]. Product: [Cl:1][C:2]1[CH:3]=[CH:4][C:5]2[N:6]([N:8]=[C:9]([N:11]([C:12]3[CH:17]=[CH:16][C:15]([S:18]([CH3:21])(=[O:19])=[O:20])=[CH:14][C:13]=3[O:22][CH3:23])[C:27](=[O:28])[O:29][CH2:30][Cl:31])[N:10]=2)[CH:7]=1. The catalyst class is: 1.